This data is from Experimentally validated miRNA-target interactions with 360,000+ pairs, plus equal number of negative samples. The task is: Binary Classification. Given a miRNA mature sequence and a target amino acid sequence, predict their likelihood of interaction. (1) Result: 0 (no interaction). The miRNA is hsa-miR-6801-5p with sequence UGGUCAGAGGCAGCAGGAAAUGA. The protein sequence of the target gene is MCFSPILEINMQSESNITVRDDIDDINTNMYQPLSYPLSFQVSLTGFLMLEIVLGLGSNLTVLVLYCMKSNLINSVSNIITMNLHVLDVIICVGCIPLTIVILLLSLESNTALICCFHEACVSFASVSTAINVFAITLDRYDISVKPANRILTMGRAVMLMISIWIFSFFSFLIPFIEVNFFSLQSGNTWENKTLLCVSTNEYYTELGMYYHLLVQIPIFFFTVVVMLITYTKILQALNIRIGTRFSTGQKKKARKKKTISLTTQHEATDMSQSSGGRNVVFGVRTSVSVIIALRRAVKR.... (2) The miRNA is dme-miR-278-3p with sequence UCGGUGGGACUUUCGUCCGUUU. The protein sequence of the target gene is MLWFQGAIPAAIASAKRSGAVFVVFVAGDDEQSIQMAASWEDEKVTQASSNNFVAIKIDTKSEACLQFSQIYPVVCVPSSFFIGDSGIPLEVIAGSVSADELVTRIHKVQQMHSSKGEASVTNDNQSESSVSTPSASFEPDVCENPESKNTELCETPATSDIKSDTATGGECTGHDSHSQEPHGCSNQRPAEDLTVRVERLTKKLEERREEKRKEEAQREIKKEIERRKTGKEMLDYKRKQEEELTKRMLEERSREKAEDRAARERIKQQIALDRAERAARFAKTKEAEAAKAAALLTKQ.... Result: 0 (no interaction). (3) The miRNA is mmu-miR-466a-3p with sequence UAUACAUACACGCACACAUAAGA. The protein sequence of the target gene is MEVPVGPGPRQAGGGLGATRSSSSGRAARTAEMPWARFSAWLECVCVVTFDLELGQALELVYPSDFRLTDKEKSSICYLAFPDSHSGCLGDTQFSFRMRQCGGQRSLWQVDDRSYNNKAPLALQREPAHYLGYVYFRQVKDSSVKRGYFQKSLVLVSRLPFVRLFQSLLSLIAPEYFEKLAPCLEAVCNEIDQWPAPVPGQTLNLPIMGVVIQVRIPSRVDKLESSPPKQCDQENLLPAPVVLTSVHELDLFRCFRPVLTHVQTLWELMLLGEPLVVLAPSPDVSSELVLALTSCLQPLK.... Result: 0 (no interaction). (4) The miRNA is hsa-miR-5008-3p with sequence CCUGUGCUCCCAGGGCCUCGC. The protein sequence of the target gene is MKSPALQPLSMAGLQLMTPASSPMGPFFGLPWQQEAIHDNIYTPRKYQVELLEAALDHNTIVCLNTGSGKTFIAVLLTKELSYQIRGDFSRNGKRTVFLVNSANQVAQQVSAVRTHSDLKVGEYSNLEVNASWTKERWNQEFTKHQVLIMTCYVALNVLKNGYLSLSDINLLVFDECHLAILDHPYREIMKLCENCPSCPRILGLTASILNGKCDPEELEEKIQKLEKILKSNAETATDLVVLDRYTSQPCEIVVDCGPFTDRSGLYERLLMELEEALNFINDCNISVHSKERDSTLISK.... Result: 1 (interaction).